This data is from CYP2D6 inhibition data for predicting drug metabolism from PubChem BioAssay. The task is: Regression/Classification. Given a drug SMILES string, predict its absorption, distribution, metabolism, or excretion properties. Task type varies by dataset: regression for continuous measurements (e.g., permeability, clearance, half-life) or binary classification for categorical outcomes (e.g., BBB penetration, CYP inhibition). Dataset: cyp2d6_veith. (1) The drug is COc1ccc2c(c1)[C@]13CCCC[C@@H]1[C@H](C2)NCC3. The result is 1 (inhibitor). (2) The compound is O=C(CSc1n[nH]c(-c2ccccc2O)n1)N1CCCc2ccccc21. The result is 1 (inhibitor).